From a dataset of Forward reaction prediction with 1.9M reactions from USPTO patents (1976-2016). Predict the product of the given reaction. Given the reactants [CH3:1][O:2][C:3](=[O:12])[C:4]1[CH:9]=[CH:8][C:7]([CH2:10][OH:11])=[CH:6][CH:5]=1.C1(P(C2C=CC=CC=2)C2C=CC3C(=CC=CC=3)C=2C2C3C(=CC=CC=3)C=CC=2P(C2C=CC=CC=2)C2C=CC=CC=2)C=CC=CC=1.Cl[C:60]1[C:65]([C:66]2[N:70]([CH2:71][CH:72]3[CH2:77][CH2:76][CH2:75][CH2:74][CH2:73]3)[C:69]3[CH:78]=[C:79]([F:83])[C:80]([F:82])=[CH:81][C:68]=3[N:67]=2)=[CH:64][CH:63]=[CH:62][N:61]=1.C(=O)([O-])[O-].[Cs+].[Cs+], predict the reaction product. The product is: [CH3:1][O:2][C:3](=[O:12])[C:4]1[CH:9]=[CH:8][C:7]([CH2:10][O:11][C:60]2[C:65]([C:66]3[N:70]([CH2:71][CH:72]4[CH2:73][CH2:74][CH2:75][CH2:76][CH2:77]4)[C:69]4[CH:78]=[C:79]([F:83])[C:80]([F:82])=[CH:81][C:68]=4[N:67]=3)=[CH:64][CH:63]=[CH:62][N:61]=2)=[CH:6][CH:5]=1.